From a dataset of Experimentally validated miRNA-target interactions with 360,000+ pairs, plus equal number of negative samples. Binary Classification. Given a miRNA mature sequence and a target amino acid sequence, predict their likelihood of interaction. (1) The miRNA is mmu-miR-3092-3p with sequence GAAUGGGGCUGUUUCCCCUCC. The protein sequence of the target gene is MKRGEKPEGYRQMRPKTFPASNYPGSSRQMLQEIRESLRNLSKPSDASKAEHNLNKMSTEDPRQVRNPPKFGTHHKALQEIRNSLLPFANETSSSRSPSEVNPQMFQDLQAAGFDEDMVIQALQKTNNRSIEAAVEFISKMSYQDPRREQMSAAAARPINATMKPGNVQHSINRKQSWKGSKESLVPQRHGPSLGENVVYRSESPNSQADVGRPLSGSGIAAFAQAHPSNGQRVNPPPPPQVRSVTPPPPPRGQTPPPRGTTPPPPSWEPSSQTKRYSGNMEYVISRISPVPPGAWQEGY.... Result: 0 (no interaction). (2) The miRNA is hsa-miR-3613-3p with sequence ACAAAAAAAAAAGCCCAACCCUUC. The protein sequence of the target gene is MAKRSRSEDEDDDLQYADHDYEVPQQKGLKKLWNRVKWTRDEDDKLKKLVEQHGTDDWTLIASHLQNRSDFQCQHRWQKVLNPELIKGPWTKEEDQRVIELVQKYGPKRWSLIAKHLKGRIGKQCRERWHNHLNPEVKKSSWTEEEDRIIYEAHKRLGNRWAEIAKLLPGRTDNSIKNHWNSTMRRKVEQEGYLQDGIKSERSSSKLQHKPCAAMDHMQTQNQFYIPVQIPGYQYVSPEGNCIEHVQPTSAFIQQPFIDEDPDKEKKIKELEMLLMSAENEVRRKRIPSQPGSFSSWSGS.... Result: 1 (interaction). (3) The miRNA is hsa-miR-4730 with sequence CUGGCGGAGCCCAUUCCAUGCCA. The protein sequence of the target gene is MLTLASKLKRDDGLKGSRTAATASDSTRRVSVRDKLLVKEVAELEANLPCTCKVHFPDPNKLHCFQLTVTPDEGYYQGGKFQFETEVPDAYNMVPPKVKCLTKIWHPNITETGEICLSLLREHSIDGTGWAPTRTLKDVVWGLNSLFTDLLNFDDPLNIEAAEHHLRDKEDFRNKVDDYIKRYAR. Result: 0 (no interaction). (4) The miRNA is hsa-miR-4697-5p with sequence AGGGGGCGCAGUCACUGACGUG. The protein sequence of the target gene is MNFQAGGGQSPQQQQQLAGGPPQQFALSNSAAIRAEIQRFESVHPNIYAIYDLIERIEDLALQNQIREHVISIEDSFVNSQEWTLSRSVPELKVGIVGNLSSGKSALVHRYLTGTYVQEESPEGGRFKKEIVVDGQSYLLLIRDEGGPPELQFAAWVDAVVFVFSLEDEISFQTVYNYFLRLCSFRNASEVPMVLVGTQDAISAANPRVIDDSRARKLSTDLKRCTYYETCATYGLNVERVFQDVAQKVVALRKKQQLAIGPCKSLPNSPSHSAVSAASIPAVHINQATNGGGSAFSDYS.... Result: 0 (no interaction). (5) The miRNA is hsa-miR-548ak with sequence AAAAGUAACUGCGGUUUUUGA. Result: 1 (interaction). The protein sequence of the target gene is MEKTESFCPEVPPQDCGASPRPSLRSLPKNQGSLLQFDRQAPGRISTSPTLRRLRTRGCGTRQDAWQVTTWGSWGAPVGFPCYLSKSLPGSPKDSSHLLSPLRLHSRLTSEPERALNAADSLEPQTRPTDKYLPPELQPVNEGSLHQASLRQQEGHFLPSPTLRHPSPQGEELHPSRCVCIYFLRCYDIC. (6) The miRNA is dme-miR-310-3p with sequence UAUUGCACACUUCCCGGCCUUU. The protein sequence of the target gene is MQFMLLFSRQGKLRLQKWYVPLSDKEKKKITRELVQTVLARKPKMCSFLEWRDLKIVYKRYASLYFCCAIEDQDNELITLEIIHRYVELLDKYFGSVCELDIIFNFEKAYFILDEFLLGGEVQETSKKNVLKAIEQADLLQEDAKEAETPRSVLEEIGLT. Result: 0 (no interaction).